Dataset: Full USPTO retrosynthesis dataset with 1.9M reactions from patents (1976-2016). Task: Predict the reactants needed to synthesize the given product. The reactants are: COCCC(Cl)=O.[Br:8][C:9]1[CH:10]=[CH:11][C:12]2[C:13]3[N:22]([CH2:23][CH:24]([CH3:26])[CH3:25])[C:21]([CH2:27][CH2:28][O:29][CH3:30])=[N:20][C:14]=3[C:15]([NH2:19])=[N:16][C:17]=2[CH:18]=1.B1([C:37]2[CH:42]=[CH:41][CH:40]=[N:39][CH:38]=2)OCCCO1. Given the product [Br:8][C:9]1[CH:10]=[CH:11][C:12]2[C:13]3[N:22]([CH2:23][CH:24]([CH3:26])[CH3:25])[C:21]([CH2:27][CH2:28][O:29][CH3:30])=[N:20][C:14]=3[C:15]([NH2:19])=[N:16][C:17]=2[CH:18]=1.[CH3:30][O:29][CH2:28][CH2:27][C:21]1[N:22]([CH2:23][CH:24]([CH3:26])[CH3:25])[C:13]2[C:12]3[CH:11]=[CH:10][C:9]([C:37]4[CH:38]=[N:39][CH:40]=[CH:41][CH:42]=4)=[CH:18][C:17]=3[N:16]=[C:15]([NH2:19])[C:14]=2[N:20]=1, predict the reactants needed to synthesize it.